From a dataset of Reaction yield outcomes from USPTO patents with 853,638 reactions. Predict the reaction yield, written as a fraction of the theoretical maximum amount of product (1.0 means a 100% yield; for example, 0.34 means a 34% yield). (1) The reactants are [C:1](#[N:3])[CH3:2].C([Li])CCC.[CH3:9][O:10][C:11]1[CH:20]=[C:19]([CH3:21])[CH:18]=[CH:17][C:12]=1[C:13](OC)=[O:14].Cl. The catalyst is C1COCC1. The product is [CH3:9][O:10][C:11]1[CH:20]=[C:19]([CH3:21])[CH:18]=[CH:17][C:12]=1[C:13](=[O:14])[CH2:2][C:1]#[N:3]. The yield is 0.860. (2) The reactants are [CH2:1]([O:4][C:5]1[CH:12]=[CH:11][C:10]([O:13][CH3:14])=[CH:9][C:6]=1[CH2:7]O)[CH:2]=[CH2:3].C1(P([N:29]=[N+:30]=[N-:31])(C2C=CC=CC=2)=O)C=CC=CC=1.N12CCCN=C1CCCCC2. The catalyst is C1COCC1. The product is [CH2:1]([O:4][C:5]1[CH:12]=[CH:11][C:10]([O:13][CH3:14])=[CH:9][C:6]=1[CH2:7][N:29]=[N+:30]=[N-:31])[CH:2]=[CH2:3]. The yield is 0.870. (3) The reactants are [Cl:1][C:2]1[N:3]=[C:4]2[C:9](=[CH:10][CH:11]=1)[N:8]=[CH:7][C:6]([C:12](=[O:14])[CH3:13])=[C:5]2[NH:15][C@H:16]1[CH2:21][CH2:20][C@H:19]([CH2:22][N:23]2[CH2:27][CH2:26][CH2:25][CH2:24]2)[CH2:18][CH2:17]1.[Cl:28][C:29]1[CH:34]=[C:33](B2OC(C)(C)C(C)(C)O2)[CH:32]=[C:31]([Cl:44])[C:30]=1[OH:45].C1(N)C(F)=C(F)C(F)=C(N)C=1F.Cl.Cl. No catalyst specified. The product is [ClH:1].[ClH:28].[Cl:28][C:29]1[CH:34]=[C:33]([C:2]2[N:3]=[C:4]3[C:9](=[CH:10][CH:11]=2)[N:8]=[CH:7][C:6]([C:12](=[O:14])[CH3:13])=[C:5]3[NH:15][C@H:16]2[CH2:21][CH2:20][C@H:19]([CH2:22][N:23]3[CH2:24][CH2:25][CH2:26][CH2:27]3)[CH2:18][CH2:17]2)[CH:32]=[C:31]([Cl:44])[C:30]=1[OH:45]. The yield is 0.360. (4) The reactants are [C:1]([C:3]1[CH:4]=[CH:5][C:6]([S:9][C:10]2[CH:11]=[C:12]([CH:16]=[CH:17][CH:18]=2)[C:13](O)=[O:14])=[N:7][CH:8]=1)#[N:2].[BH4-].[Na+].O. The catalyst is S(Cl)(Cl)=O.O1CCOCC1. The product is [OH:14][CH2:13][C:12]1[CH:11]=[C:10]([S:9][C:6]2[CH:5]=[CH:4][C:3]([C:1]#[N:2])=[CH:8][N:7]=2)[CH:18]=[CH:17][CH:16]=1. The yield is 0.570. (5) The yield is 0.900. The catalyst is [Pd].CO. The reactants are [CH2:1]([NH:5][C:6](=[O:21])[C:7]([NH:9][C:10]1[CH:15]=[CH:14][C:13]([O:16][CH3:17])=[CH:12][C:11]=1[N+:18]([O-])=O)=[O:8])[CH2:2][CH2:3][CH3:4]. The product is [NH2:18][C:11]1[CH:12]=[C:13]([O:16][CH3:17])[CH:14]=[CH:15][C:10]=1[NH:9][C:7](=[O:8])[C:6]([NH:5][CH2:1][CH2:2][CH2:3][CH3:4])=[O:21]. (6) The reactants are [CH3:1][O:2][C:3]1[N:8]=[CH:7][C:6]([N:9]2[C:13]([C:14]3[CH:19]=[C:18]([O:20][CH3:21])[CH:17]=[CH:16][N:15]=3)=[CH:12][C:11]([C:22](O)=[O:23])=[N:10]2)=[CH:5][CH:4]=1.[C:25]([NH2:29])([CH3:28])([CH3:27])[CH3:26]. No catalyst specified. The product is [C:25]([NH:29][C:22]([C:11]1[CH:12]=[C:13]([C:14]2[CH:19]=[C:18]([O:20][CH3:21])[CH:17]=[CH:16][N:15]=2)[N:9]([C:6]2[CH:7]=[N:8][C:3]([O:2][CH3:1])=[CH:4][CH:5]=2)[N:10]=1)=[O:23])([CH3:28])([CH3:27])[CH3:26]. The yield is 0.430. (7) The product is [NH2:35][C:30]1[CH:31]=[CH:32][CH:33]=[CH:34][C:29]=1[NH:36][C:2]1[N:10]=[C:9]2[C:5]([N:6]=[C:7]([CH2:12][N:13]3[CH2:18][CH2:17][CH:16]([C:19]([OH:22])([CH3:21])[CH3:20])[CH2:15][CH2:14]3)[N:8]2[CH3:11])=[C:4]([N:23]2[CH2:28][CH2:27][O:26][CH2:25][CH2:24]2)[N:3]=1. The catalyst is C1(C)C=CC=CC=1.C([O-])(=O)C.[Pd+2].C([O-])(=O)C. The yield is 0.840. The reactants are Cl[C:2]1[N:10]=[C:9]2[C:5]([N:6]=[C:7]([CH2:12][N:13]3[CH2:18][CH2:17][CH:16]([C:19]([OH:22])([CH3:21])[CH3:20])[CH2:15][CH2:14]3)[N:8]2[CH3:11])=[C:4]([N:23]2[CH2:28][CH2:27][O:26][CH2:25][CH2:24]2)[N:3]=1.[C:29]1([NH2:36])[C:30]([NH2:35])=[CH:31][CH:32]=[CH:33][CH:34]=1.CC(C)([O-])C.[Na+]. (8) The reactants are [CH3:1][O:2][C:3](=[O:27])[C@H:4]([NH:16][C:17]([O:19][CH2:20][C:21]1[CH:26]=[CH:25][CH:24]=[CH:23][CH:22]=1)=[O:18])[CH2:5][C:6]1[CH:15]=[CH:14][C:9]2[NH:10][C:11](=[O:13])[O:12][C:8]=2[CH:7]=1.[Br:28]N1C(=O)CCC1=O. The catalyst is C(O)(=O)C. The product is [CH3:1][O:2][C:3](=[O:27])[C@H:4]([NH:16][C:17]([O:19][CH2:20][C:21]1[CH:22]=[CH:23][CH:24]=[CH:25][CH:26]=1)=[O:18])[CH2:5][C:6]1[C:15]([Br:28])=[CH:14][C:9]2[NH:10][C:11](=[O:13])[O:12][C:8]=2[CH:7]=1. The yield is 0.340.